This data is from Rat liver microsome stability data. The task is: Regression/Classification. Given a drug SMILES string, predict its absorption, distribution, metabolism, or excretion properties. Task type varies by dataset: regression for continuous measurements (e.g., permeability, clearance, half-life) or binary classification for categorical outcomes (e.g., BBB penetration, CYP inhibition). Dataset: rlm. (1) The drug is COC(=O)c1ccc2c(C(=Nc3ccc(N(C)C(=O)CN4CCN(C)CC4)cc3)c3ccccc3)c(O)[nH]c2c1. The result is 0 (unstable in rat liver microsomes). (2) The compound is Cc1cccc(NC(=O)c2nc(C)n(-c3ccc(Cl)cc3)c2C)n1. The result is 0 (unstable in rat liver microsomes).